Dataset: Full USPTO retrosynthesis dataset with 1.9M reactions from patents (1976-2016). Task: Predict the reactants needed to synthesize the given product. (1) Given the product [CH3:14][N:13]([CH3:15])[C:5]1[C:4]2[C:9](=[CH:10][CH:11]=[C:2]([F:1])[CH:3]=2)[N:8]=[C:7]([N:12]2[CH:20]=[CH:21][C:22]([CH:18]=[O:17])=[CH:23]2)[N:6]=1, predict the reactants needed to synthesize it. The reactants are: [F:1][C:2]1[CH:3]=[C:4]2[C:9](=[CH:10][CH:11]=1)[N:8]=[C:7]([NH2:12])[N:6]=[C:5]2[N:13]([CH3:15])[CH3:14].C[O:17][CH:18]1[CH:22]([CH:23]=O)[CH2:21][CH:20](OC)O1. (2) Given the product [CH2:13]([O:12][C:10](=[O:11])[C:9](=[O:15])[CH:5]=[C:3]([O-:4])[CH:2]([F:6])[F:1])[CH3:14].[Cu+2:27].[CH2:17]([O:16][C:9](=[O:15])[C:10](=[O:12])[CH:5]=[C:3]([O-:4])[CH:2]([F:6])[F:1])[CH3:18], predict the reactants needed to synthesize it. The reactants are: [F:1][CH:2]([F:6])[C:3]([CH3:5])=[O:4].[H-].[Li+].[C:9]([O:16][CH2:17][CH3:18])(=[O:15])[C:10]([O:12][CH2:13][CH3:14])=[O:11].C(O)(=O)C.C([O-])(=O)C.[Cu+2:27].C([O-])(=O)C.